From a dataset of Forward reaction prediction with 1.9M reactions from USPTO patents (1976-2016). Predict the product of the given reaction. The product is: [O:1]=[C:2]1[C:11]([C:12]([OH:14])=[O:13])=[CH:10][C:9]2[C:4](=[N:5][CH:6]=[CH:7][CH:8]=2)[N:3]1[C:17]1[CH:18]=[CH:19][CH:20]=[CH:21][CH:22]=1. Given the reactants [O:1]=[C:2]1[C:11]([C:12]([O:14]CC)=[O:13])=[CH:10][C:9]2[C:4](=[N:5][CH:6]=[CH:7][CH:8]=2)[N:3]1[C:17]1[CH:22]=[CH:21][CH:20]=[CH:19][CH:18]=1.C(=O)([O-])[O-].[K+].[K+].O, predict the reaction product.